Predict the reactants needed to synthesize the given product. From a dataset of Full USPTO retrosynthesis dataset with 1.9M reactions from patents (1976-2016). (1) Given the product [CH3:1][CH:2]([S:4]([N:7]1[C:15]2[C:10](=[CH:11][C:12]([S:16]([Cl:35])(=[O:18])=[O:17])=[CH:13][CH:14]=2)[CH:9]=[N:8]1)(=[O:6])=[O:5])[CH3:3], predict the reactants needed to synthesize it. The reactants are: [CH3:1][CH:2]([S:4]([N:7]1[C:15]2[C:10](=[CH:11][C:12]([S:16](CCC(OC)=O)(=[O:18])=[O:17])=[CH:13][CH:14]=2)[CH:9]=[N:8]1)(=[O:6])=[O:5])[CH3:3].C[O-].[Na+].C1C(=O)N([Cl:35])C(=O)C1. (2) Given the product [CH3:1][C:2]1[CH:7]=[C:6]([C:8]2[CH:9]=[CH:10][C:11]([C:14]([F:17])([F:15])[F:16])=[CH:12][CH:13]=2)[C:5]([C:18]([NH:36][C:33]2[CH:34]=[N:35][C:30]([O:29][CH2:28][CH2:27][C:22]3[CH:23]=[CH:24][CH:25]=[CH:26][N:21]=3)=[CH:31][CH:32]=2)=[O:20])=[CH:4][CH:3]=1, predict the reactants needed to synthesize it. The reactants are: [CH3:1][C:2]1[CH:7]=[C:6]([C:8]2[CH:13]=[CH:12][C:11]([C:14]([F:17])([F:16])[F:15])=[CH:10][CH:9]=2)[C:5]([C:18]([OH:20])=O)=[CH:4][CH:3]=1.[N:21]1[CH:26]=[CH:25][CH:24]=[CH:23][C:22]=1[CH2:27][CH2:28][O:29][C:30]1[N:35]=[CH:34][C:33]([NH2:36])=[CH:32][CH:31]=1.O.ON1C2C=CC=CC=2N=N1.Cl.CN(C)CCCN=C=NCC. (3) Given the product [Cl:3][C:4]1[CH:24]=[C:23]([Cl:25])[CH:22]=[CH:21][C:5]=1[C:6]([C:8]1[N:12]([CH3:13])[C:11]([CH2:14][C:15]([OH:17])=[O:16])=[CH:10][C:9]=1[CH3:20])=[O:7], predict the reactants needed to synthesize it. The reactants are: [OH-].[Na+].[Cl:3][C:4]1[CH:24]=[C:23]([Cl:25])[CH:22]=[CH:21][C:5]=1[C:6]([C:8]1[N:12]([CH3:13])[C:11]([CH2:14][C:15]([O:17]CC)=[O:16])=[CH:10][C:9]=1[CH3:20])=[O:7]. (4) Given the product [C:18]([O:22][C:23](=[O:24])[N:7]([CH2:6][C:5]1[CH:16]=[CH:17][C:2]([Cl:1])=[CH:3][CH:4]=1)[C:8]1[CH:9]=[CH:10][C:11]([CH:14]=[O:15])=[CH:12][N:13]=1)([CH3:21])([CH3:20])[CH3:19], predict the reactants needed to synthesize it. The reactants are: [Cl:1][C:2]1[CH:17]=[CH:16][C:5]([CH2:6][NH:7][C:8]2[N:13]=[CH:12][C:11]([CH:14]=[O:15])=[CH:10][CH:9]=2)=[CH:4][CH:3]=1.[C:18]([O:22][C:23](O[C:23]([O:22][C:18]([CH3:21])([CH3:20])[CH3:19])=[O:24])=[O:24])([CH3:21])([CH3:20])[CH3:19].C(N(CC)C(C)C)(C)C.